From a dataset of Catalyst prediction with 721,799 reactions and 888 catalyst types from USPTO. Predict which catalyst facilitates the given reaction. (1) Reactant: O1CCCCC1[O:7][C:8]1[CH:13]=[CH:12][C:11]([C@H:14](/[CH:21]=[CH:22]/[CH2:23][CH3:24])[CH2:15][C:16]([O:18][CH2:19][CH3:20])=[O:17])=[CH:10][CH:9]=1.CC1C=CC(S([O-])(=O)=O)=CC=1.C1C=C[NH+]=CC=1. Product: [OH:7][C:8]1[CH:9]=[CH:10][C:11]([C@H:14](/[CH:21]=[CH:22]/[CH2:23][CH3:24])[CH2:15][C:16]([O:18][CH2:19][CH3:20])=[O:17])=[CH:12][CH:13]=1. The catalyst class is: 14. (2) Reactant: C([N:8]1[CH2:12][C@@H:11]([CH2:13][C:14]2[CH:19]=[CH:18][CH:17]=[CH:16][CH:15]=2)[C@@H:10]([CH2:20][N:21]([CH:38]([CH3:40])[CH3:39])[C:22](=[O:37])[C:23]2[CH:28]=[CH:27][C:26]([O:29][CH3:30])=[C:25]([O:31][CH2:32][CH2:33][CH2:34][O:35][CH3:36])[CH:24]=2)[CH2:9]1)C1C=CC=CC=1. Product: [NH4+:8].[OH-:29].[CH2:13]([C@@H:11]1[CH2:12][NH:8][CH2:9][C@@H:10]1[CH2:20][N:21]([CH:38]([CH3:40])[CH3:39])[C:22](=[O:37])[C:23]1[CH:28]=[CH:27][C:26]([O:29][CH3:30])=[C:25]([O:31][CH2:32][CH2:33][CH2:34][O:35][CH3:36])[CH:24]=1)[C:14]1[CH:19]=[CH:18][CH:17]=[CH:16][CH:15]=1. The catalyst class is: 105. (3) Reactant: [F:1][C:2]1[CH:3]=[C:4]([N:30]2[CH2:34][CH:33]([CH2:35][NH:36][C:37](=[O:39])[CH3:38])[O:32][C:31]2=[O:40])[CH:5]=[CH:6][C:7]=1[N:8]1[CH2:13][CH2:12][N:11]([C:14](=[O:29])[CH2:15][O:16][CH:17]2[CH2:22][O:21][C:20]3=[N:23][C:24]([N+:26]([O-:28])=[O:27])=[CH:25][N:19]3[CH2:18]2)[CH2:10][CH2:9]1.[N+](C1N=C2N(C=1)CC(OCC(O)=O)CO2)([O-])=O.FC1C=C(N2CC(CNC(=O)C)OC2=O)C=CC=1N1CCNCC1.CN(C(ON1N=NC2C=CC=CC1=2)=[N+](C)C)C.[B-](F)(F)(F)F.CCN(CC)CC. Product: [F:1][C:2]1[CH:3]=[C:4]([N:30]2[CH2:34][C@H:33]([CH2:35][NH:36][C:37](=[O:39])[CH3:38])[O:32][C:31]2=[O:40])[CH:5]=[CH:6][C:7]=1[N:8]1[CH2:13][CH2:12][N:11]([C:14](=[O:29])[CH2:15][O:16][C@@H:17]2[CH2:22][O:21][C:20]3=[N:23][C:24]([N+:26]([O-:28])=[O:27])=[CH:25][N:19]3[CH2:18]2)[CH2:10][CH2:9]1. The catalyst class is: 173. (4) Reactant: F[C:2]1[CH:3]=[N:4][CH:5]=[C:6]([N:8]2[CH:12]=[C:11]([C:13]#[C:14][C:15]3[CH:20]=[CH:19][N:18]=[C:17]([CH3:21])[CH:16]=3)[N:10]=[C:9]2[CH3:22])[CH:7]=1.C(=O)([O-])[O-].[K+].[K+].Cl.[CH3:30][NH:31][CH3:32].O. Product: [CH3:30][N:31]([CH3:32])[C:2]1[CH:3]=[N:4][CH:5]=[C:6]([N:8]2[CH:12]=[C:11]([C:13]#[C:14][C:15]3[CH:20]=[CH:19][N:18]=[C:17]([CH3:21])[CH:16]=3)[N:10]=[C:9]2[CH3:22])[CH:7]=1. The catalyst class is: 9. (5) Reactant: [N:1]1[CH:6]=[CH:5][CH:4]=[CH:3][C:2]=1[O:7][CH2:8][CH2:9][NH:10]C(=O)OC(C)(C)C.[ClH:18]. Product: [ClH:18].[ClH:18].[N:1]1[CH:6]=[CH:5][CH:4]=[CH:3][C:2]=1[O:7][CH2:8][CH2:9][NH2:10]. The catalyst class is: 12. (6) Reactant: [CH:1]1([CH2:6][CH:7]([C:19]2[CH:24]=[CH:23][C:22]([S:25]([CH3:28])(=[O:27])=[O:26])=[CH:21][CH:20]=2)[C:8]([NH:10][C:11]2[CH:12]=[N:13][O:14][C:15]=2[CH:16]([CH3:18])[CH3:17])=O)[CH2:5][CH2:4][CH2:3][CH2:2]1. Product: [CH:1]1([CH2:6][CH:7]([C:8]2[NH:10][C:11]([C:15](=[O:14])[CH:16]([CH3:18])[CH3:17])=[CH:12][N:13]=2)[C:19]2[CH:24]=[CH:23][C:22]([S:25]([CH3:28])(=[O:27])=[O:26])=[CH:21][CH:20]=2)[CH2:5][CH2:4][CH2:3][CH2:2]1. The catalyst class is: 178. (7) Reactant: [F:1][B-:2]([F:5])([F:4])[F:3].[CH3:6][O+:7]([CH3:9])C.CO[C:12]1[CH:17]=[CH:16][CH:15]=[C:14]([CH:18]=[O:19])[N:13]=1.N1C=CC=CC=1.F[B-](F)(F)F. Product: [F:1][B-:2]([F:5])([F:4])[F:3].[CH3:12][N:13]1[C:6]([O:7][CH3:9])=[CH:17][CH:16]=[CH:15][CH:14]1[CH:18]=[O:19]. The catalyst class is: 2. (8) Reactant: [NH2:1][C@@H:2]([CH3:7])[C:3]([O:5][CH3:6])=[O:4].Cl[C:9]1[N:14]=[C:13]([N:15]2[C@@H:19]([CH:20]([CH3:22])[CH3:21])[CH2:18][O:17][C:16]2=[O:23])[CH:12]=[CH:11][N:10]=1.CCN(C(C)C)C(C)C. Product: [CH:20]([C@H:19]1[CH2:18][O:17][C:16](=[O:23])[N:15]1[C:13]1[CH:12]=[CH:11][N:10]=[C:9]([NH:1][C@@H:2]([CH3:7])[C:3]([O:5][CH3:6])=[O:4])[N:14]=1)([CH3:22])[CH3:21]. The catalyst class is: 6. (9) Reactant: FC1C([O:8][C:9]([C:11]2[N:12]=[C:13]([C:37]3[CH:42]=[CH:41][C:40]([F:43])=[CH:39][CH:38]=3)[N:14]([CH2:19][CH2:20][C@@H:21]3[CH2:26][C@H:25]([CH2:27][C:28]([O:30][C:31]([CH3:34])([CH3:33])[CH3:32])=[O:29])[O:24][C:23]([CH3:36])([CH3:35])[O:22]3)[C:15]=2[CH:16]([CH3:18])[CH3:17])=O)=C(F)C(F)=C(F)C=1F.[BH4-].[Na+].CC(O)=O. Product: [C:31]([O:30][C:28](=[O:29])[CH2:27][C@H:25]1[CH2:26][C@@H:21]([CH2:20][CH2:19][N:14]2[C:15]([CH:16]([CH3:18])[CH3:17])=[C:11]([CH2:9][OH:8])[N:12]=[C:13]2[C:37]2[CH:38]=[CH:39][C:40]([F:43])=[CH:41][CH:42]=2)[O:22][C:23]([CH3:35])([CH3:36])[O:24]1)([CH3:32])([CH3:33])[CH3:34]. The catalyst class is: 14.